Dataset: Forward reaction prediction with 1.9M reactions from USPTO patents (1976-2016). Task: Predict the product of the given reaction. The product is: [N:8]1[CH:12]=[CH:38][CH:33]=[CH:32][C:9]=1[CH2:10][NH:13][C:14]([C:16]1[S:17][CH:18]=[CH:19][C:20]=1[NH:21][C:22]1[CH:27]=[CH:26][N:25]=[C:24]2[NH:28][CH:29]=[CH:30][C:23]=12)=[O:15]. Given the reactants C(OC([N:8]1[CH2:12]C[CH:10]([NH:13][C:14]([C:16]2[S:17][CH:18]=[CH:19][C:20]=2[NH:21][C:22]2[CH:27]=[CH:26][N:25]=[C:24]3[NH:28][CH:29]=[CH:30][C:23]=23)=[O:15])[CH2:9]1)=O)(C)(C)C.N[CH2:32][C:33]1[CH:38]=CC=CN=1, predict the reaction product.